This data is from Experimentally validated miRNA-target interactions with 360,000+ pairs, plus equal number of negative samples. The task is: Binary Classification. Given a miRNA mature sequence and a target amino acid sequence, predict their likelihood of interaction. The miRNA is hsa-miR-655-3p with sequence AUAAUACAUGGUUAACCUCUUU. The protein sequence of the target gene is MAVEELQSIIKRCQILEEQDFKEEDFGLFQLAGQRCIEEGHTDQLLEIIQNEKNKVIIKNMGWNLVGPVVRCLLCKDKEDSKRKVYFLIFDLLVKLCNPKELLLGLLELIEEPSGKQISQSILLLLQPLQTVIQKLHNKAYSIGLALSTLWNQLSLLPVPYSKEQIQMDDYGLCQCCKALIEFTKPFVEEVIDNKENSLENEKLKDELLKFCFKSLKCPLLTAQFFEQSEEGGNDPFRYFASEIIGFLSAIGHPFPKMIFNHGRKKRTWNYLEFEEEENKQLADSMASLAYLVFVQGIHI.... Result: 0 (no interaction).